Task: Predict the product of the given reaction.. Dataset: Forward reaction prediction with 1.9M reactions from USPTO patents (1976-2016) (1) Given the reactants [Br:1][C:2]1[CH:7]=[CH:6][C:5]([SH:8])=[CH:4][CH:3]=1.[H-].[Na+].[F:11][C:12]([F:26])([F:25])[CH2:13]OS(C1C=CC(C)=CC=1)(=O)=O.O, predict the reaction product. The product is: [Br:1][C:2]1[CH:7]=[CH:6][C:5]([S:8][CH2:13][C:12]([F:26])([F:25])[F:11])=[CH:4][CH:3]=1. (2) Given the reactants [OH:1][C@H:2]1[CH2:11][CH2:10][CH2:9][C:8]2[C@:3]1([C:14]1[CH:19]=[CH:18][C:17]([O:20][CH3:21])=[CH:16][CH:15]=1)[CH2:4][CH2:5][C:6](=[O:13])[C:7]=2[CH3:12].O1CCCC1, predict the reaction product. The product is: [OH:1][C@H:2]1[CH2:11][CH2:10][CH2:9][C@@H:8]2[C@:3]1([C:14]1[CH:15]=[CH:16][C:17]([O:20][CH3:21])=[CH:18][CH:19]=1)[CH2:4][CH2:5][C:6](=[O:13])[C@H:7]2[CH3:12]. (3) Given the reactants [C:1]([O:5][C:6]([N:8]1[CH2:12][C@H:11]([OH:13])[CH2:10][C@H:9]1[C:14]([O:16][C:17]([CH3:20])([CH3:19])[CH3:18])=[O:15])=[O:7])([CH3:4])([CH3:3])[CH3:2].[CH:21]1[C:30]2[C:25](=[CH:26][CH:27]=[C:28](O)[CH:29]=2)[CH:24]=[CH:23][N:22]=1, predict the reaction product. The product is: [C:1]([O:5][C:6]([N:8]1[CH2:12][C@@H:11]([O:13][C:28]2[CH:29]=[C:30]3[C:25]([CH:24]=[CH:23][N:22]=[CH:21]3)=[CH:26][CH:27]=2)[CH2:10][C@H:9]1[C:14]([O:16][C:17]([CH3:20])([CH3:19])[CH3:18])=[O:15])=[O:7])([CH3:4])([CH3:3])[CH3:2]. (4) Given the reactants C(=O)([O-])[O-].[K+].[K+].[CH3:7][O:8][C:9]1[CH:14]=[CH:13][C:12]([CH:15]2[O:20][C@H:19]3[CH2:21][C@H:22]([N:24]4[C:28]5[N:29]=[CH:30][N:31]=[C:32]([CH3:33])[C:27]=5[C:26]([C:34]#[C:35][Si](C)(C)C)=[CH:25]4)[CH2:23][C@H:18]3[CH2:17][O:16]2)=[CH:11][CH:10]=1, predict the reaction product. The product is: [C:34]([C:26]1[C:27]2[C:32]([CH3:33])=[N:31][CH:30]=[N:29][C:28]=2[N:24]([C@H:22]2[CH2:21][C@@H:19]3[O:20][CH:15]([C:12]4[CH:11]=[CH:10][C:9]([O:8][CH3:7])=[CH:14][CH:13]=4)[O:16][CH2:17][C@@H:18]3[CH2:23]2)[CH:25]=1)#[CH:35].